This data is from Forward reaction prediction with 1.9M reactions from USPTO patents (1976-2016). The task is: Predict the product of the given reaction. (1) Given the reactants [NH2:1][C:2]1[N:7]=[C:6](OS(C(F)(F)F)(=O)=O)[C:5]([F:16])=[C:4]([C:17]2[O:18][CH:19]=[CH:20][CH:21]=2)[N:3]=1.[CH3:22][S-:23].[Na+], predict the reaction product. The product is: [F:16][C:5]1[C:4]([C:17]2[O:18][CH:19]=[CH:20][CH:21]=2)=[N:3][C:2]([NH2:1])=[N:7][C:6]=1[S:23][CH3:22]. (2) The product is: [CH3:1][O:2][C:3](=[O:16])[CH2:4][C:5]1[CH:10]=[CH:9][CH:8]=[C:7]([CH2:11][CH2:12][CH2:13][CH2:14][O:15][S:23]([C:20]2[CH:21]=[CH:22][C:17]([CH3:27])=[CH:18][CH:19]=2)(=[O:25])=[O:24])[CH:6]=1. Given the reactants [CH3:1][O:2][C:3](=[O:16])[CH2:4][C:5]1[CH:10]=[CH:9][CH:8]=[C:7]([CH2:11][CH2:12][CH2:13][CH2:14][OH:15])[CH:6]=1.[C:17]1([CH3:27])[CH:22]=[CH:21][C:20]([S:23](Cl)(=[O:25])=[O:24])=[CH:19][CH:18]=1, predict the reaction product. (3) Given the reactants C([O:3][C:4]([C:6]1[CH:14]=[C:13]2[C:9]([C:10]([Cl:18])=[CH:11][N:12]2[CH:15]2[CH2:17][CH2:16]2)=[C:8]([O:19][CH3:20])[CH:7]=1)=[O:5])C, predict the reaction product. The product is: [Cl:18][C:10]1[C:9]2[C:13](=[CH:14][C:6]([C:4]([OH:5])=[O:3])=[CH:7][C:8]=2[O:19][CH3:20])[N:12]([CH:15]2[CH2:17][CH2:16]2)[CH:11]=1. (4) Given the reactants NC1C=C(NC2C3C(=C(C4C=CC=C(OCC5C=CC=CC=5)C=4)C=CC=3)C=CN=2)C=CC=1.C(OC(=O)C)(=O)C.C([O:47][C:48]1[CH:49]=[C:50]([C:54]2[CH:63]=[CH:62][CH:61]=[C:60]3[C:55]=2[CH:56]=[CH:57][N:58]=[C:59]3[NH:64][C:65]2[CH:66]=[C:67]([NH:71][C:72](=[O:74])[CH3:73])[CH:68]=[CH:69][CH:70]=2)[CH:51]=[CH:52][CH:53]=1)C1C=CC=CC=1.B(Br)(Br)Br, predict the reaction product. The product is: [OH:47][C:48]1[CH:49]=[C:50]([C:54]2[CH:63]=[CH:62][CH:61]=[C:60]3[C:55]=2[CH:56]=[CH:57][N:58]=[C:59]3[NH:64][C:65]2[CH:66]=[C:67]([NH:71][C:72](=[O:74])[CH3:73])[CH:68]=[CH:69][CH:70]=2)[CH:51]=[CH:52][CH:53]=1. (5) Given the reactants [Cl:1][C:2]1[CH:32]=[CH:31][C:5]([CH2:6][N:7]2[C:15]3[C:14](=[O:16])[NH:13][C:12](=[O:17])[N:11]([CH3:18])[C:10]=3[N:9]=[C:8]2[O:19][C:20]2[CH:25]=[CH:24][CH:23]=[C:22]([O:26][C:27]([F:30])([F:29])[F:28])[CH:21]=2)=[CH:4][CH:3]=1.Br[CH2:34][CH2:35][C:36]([O:38][C:39]([CH3:42])([CH3:41])[CH3:40])=[O:37].C(=O)([O-])[O-].[K+].[K+], predict the reaction product. The product is: [Cl:1][C:2]1[CH:3]=[CH:4][C:5]([CH2:6][N:7]2[C:15]3[C:14](=[O:16])[N:13]([CH2:34][CH2:35][C:36]([O:38][C:39]([CH3:42])([CH3:41])[CH3:40])=[O:37])[C:12](=[O:17])[N:11]([CH3:18])[C:10]=3[N:9]=[C:8]2[O:19][C:20]2[CH:25]=[CH:24][CH:23]=[C:22]([O:26][C:27]([F:30])([F:28])[F:29])[CH:21]=2)=[CH:31][CH:32]=1. (6) Given the reactants Cl.[CH3:2][O:3][CH2:4][C:5]1([N:8]2[CH2:13][C:12]3([CH2:18][CH2:17][NH:16][CH2:15][CH2:14]3)[O:11][CH2:10][C:9]2=[O:19])[CH2:7][CH2:6]1.C(N(CC)C(C)C)(C)C.[Br:29][C:30]1[CH:35]=[CH:34][C:33]([S:36](Cl)(=[O:38])=[O:37])=[CH:32][CH:31]=1, predict the reaction product. The product is: [Br:29][C:30]1[CH:35]=[CH:34][C:33]([S:36]([N:16]2[CH2:17][CH2:18][C:12]3([O:11][CH2:10][C:9](=[O:19])[N:8]([C:5]4([CH2:4][O:3][CH3:2])[CH2:7][CH2:6]4)[CH2:13]3)[CH2:14][CH2:15]2)(=[O:38])=[O:37])=[CH:32][CH:31]=1. (7) Given the reactants [NH2:1][C:2]1[N:7]=[C:6]([C:8]2[CH:13]=[CH:12][CH:11]=[C:10]([F:14])[CH:9]=2)[C:5]([C:15]#[N:16])=[C:4](S(C)=O)[N:3]=1.N1C=CC=CC=1C([OH:28])C.[CH2:29]1[CH2:39][CH2:38][N:37]2C(=N[CH2:34][CH2:35][CH2:36]2)C[CH2:30]1, predict the reaction product. The product is: [NH2:1][C:2]1[N:7]=[C:6]([C:8]2[CH:13]=[CH:12][CH:11]=[C:10]([F:14])[CH:9]=2)[C:5]([C:15]#[N:16])=[C:4]([O:28][CH2:34][CH2:35][C:36]2[CH:30]=[CH:29][CH:39]=[CH:38][N:37]=2)[N:3]=1. (8) Given the reactants [CH2:1]([O:8][C:9]([NH:11][C@H:12]([C:21]1[O:22][C:23]([C:26]2[C:27]([O:36][CH3:37])=[N:28][C:29]3[C:34]([CH:35]=2)=[CH:33][CH:32]=[CH:31][CH:30]=3)=[CH:24][N:25]=1)[CH2:13][CH2:14][CH2:15][CH2:16][CH2:17][C:18](O)=[O:19])=[O:10])[C:2]1[CH:7]=[CH:6][CH:5]=[CH:4][CH:3]=1.[CH3:38][N:39](C(ON1N=NC2C=CC=NC1=2)=[N+](C)C)C.F[P-](F)(F)(F)(F)F.CCN(C(C)C)C(C)C.CN, predict the reaction product. The product is: [CH3:37][O:36][C:27]1[C:26]([C:23]2[O:22][C:21]([C@@H:12]([NH:11][C:9](=[O:10])[O:8][CH2:1][C:2]3[CH:7]=[CH:6][CH:5]=[CH:4][CH:3]=3)[CH2:13][CH2:14][CH2:15][CH2:16][CH2:17][C:18]([NH:39][CH3:38])=[O:19])=[N:25][CH:24]=2)=[CH:35][C:34]2[C:29](=[CH:30][CH:31]=[CH:32][CH:33]=2)[N:28]=1. (9) The product is: [CH:13]([O:16][C:17]1[CH:25]=[C:24]2[C:20]([CH:21]=[N:22][NH:23]2)=[CH:19][C:18]=1[NH:26][C:2]1[C:3]2[C:10]([C:11]#[N:12])=[CH:9][NH:8][C:4]=2[N:5]=[CH:6][N:7]=1)([CH3:15])[CH3:14]. Given the reactants Cl[C:2]1[C:3]2[C:10]([C:11]#[N:12])=[CH:9][NH:8][C:4]=2[N:5]=[CH:6][N:7]=1.[CH:13]([O:16][C:17]1[CH:25]=[C:24]2[C:20]([CH:21]=[N:22][NH:23]2)=[CH:19][C:18]=1[NH2:26])([CH3:15])[CH3:14], predict the reaction product.